This data is from Catalyst prediction with 721,799 reactions and 888 catalyst types from USPTO. The task is: Predict which catalyst facilitates the given reaction. (1) Product: [Cl:2][C:3]1[CH:8]=[CH:7][C:6]([CH:9]([NH2:16])[CH:10]2[CH2:15][CH2:14][N:13]([C:18]3[C:19]4[CH:26]=[CH:25][NH:24][C:20]=4[N:21]=[CH:22][N:23]=3)[CH2:12][CH2:11]2)=[CH:5][CH:4]=1. Reactant: Cl.[Cl:2][C:3]1[CH:8]=[CH:7][C:6]([CH:9]([NH2:16])[CH:10]2[CH2:15][CH2:14][NH:13][CH2:12][CH2:11]2)=[CH:5][CH:4]=1.Cl[C:18]1[C:19]2[CH:26]=[CH:25][NH:24][C:20]=2[N:21]=[CH:22][N:23]=1.C(N(CC)CC)C. The catalyst class is: 51. (2) Reactant: CC(C)([O-])C.[K+].Cl[CH2:8][C:9]1[N:10]([CH2:22][CH2:23][CH2:24][NH:25][C:26](=[O:32])[O:27][C:28]([CH3:31])([CH3:30])[CH3:29])[C:11]2[C:20]3[CH:19]=[CH:18][CH:17]=[CH:16][C:15]=3[N:14]=[CH:13][C:12]=2[N:21]=1. Product: [CH:19]1[CH:18]=[CH:17][CH:16]=[C:15]2[C:20]=1[C:11]1[N:10]3[CH2:22][CH2:23][CH2:24][N:25]([C:26]([O:27][C:28]([CH3:31])([CH3:30])[CH3:29])=[O:32])[CH2:8][C:9]3=[N:21][C:12]=1[CH:13]=[N:14]2. The catalyst class is: 1. (3) Reactant: [N:1]1[C:8]([NH2:9])=[N:7][C:5]([NH2:6])=[N:4][C:2]=1[NH2:3].[CH2:10]=[O:11]. Product: [CH2:10]=[O:11].[N:1]1[C:8]([NH2:9])=[N:7][C:5]([NH2:6])=[N:4][C:2]=1[NH2:3]. The catalyst class is: 16. (4) Reactant: [CH:1]1([N:5]2[CH2:11][CH2:10][C:9]3[S:12][C:13]([CH:15]4[CH2:20][CH2:19][N:18]([C:21]5[CH:22]=[CH:23][C:24]([C:27](O)=[O:28])=[N:25][CH:26]=5)[CH2:17][CH2:16]4)=[N:14][C:8]=3[CH2:7][CH2:6]2)[CH2:4][CH2:3][CH2:2]1.C([N:32]1[CH:36]=[CH:35][N:34]=[CH:33]1)([N:32]1[CH:36]=[CH:35][N:34]=[CH:33]1)=O. Product: [CH:1]1([N:5]2[CH2:11][CH2:10][C:9]3[S:12][C:13]([CH:15]4[CH2:16][CH2:17][N:18]([C:21]5[CH:26]=[N:25][C:24]([C:27]([N:32]6[CH:36]=[CH:35][N:34]=[CH:33]6)=[O:28])=[CH:23][CH:22]=5)[CH2:19][CH2:20]4)=[N:14][C:8]=3[CH2:7][CH2:6]2)[CH2:2][CH2:3][CH2:4]1. The catalyst class is: 4. (5) Reactant: [OH:1][C@@H:2]1[C@@H:19]([N:20]2[CH2:25][CH2:24][NH:23][CH2:22][CH2:21]2)[CH2:18][C@@:17]2([CH3:26])[CH:4]([CH2:5][CH2:6][C@@H:7]3[C@@H:16]2[CH2:15][CH2:14][C@@:12]2([CH3:13])[C@H:8]3[CH2:9][CH2:10][C:11]2=[O:27])[CH2:3]1.[CH:28]1[C:37]2[C:32](=[CH:33][CH:34]=[CH:35][CH:36]=2)[CH:31]=[C:30]([C:38]([N:40]2[CH2:47][CH2:46][CH2:45][C@H:41]2[C:42](O)=[O:43])=[O:39])[N:29]=1.C1CN([P+](ON2N=NC3C=CC=CC2=3)(N2CCCC2)N2CCCC2)CC1.F[P-](F)(F)(F)(F)F.C1C=CC2N(O)N=NC=2C=1.CCN(C(C)C)C(C)C. Product: [OH:1][C@@H:2]1[C@@H:19]([N:20]2[CH2:21][CH2:22][N:23]([C:42]([C@@H:41]3[CH2:45][CH2:46][CH2:47][N:40]3[C:38]([C:30]3[N:29]=[CH:28][C:37]4[C:32]([CH:31]=3)=[CH:33][CH:34]=[CH:35][CH:36]=4)=[O:39])=[O:43])[CH2:24][CH2:25]2)[CH2:18][C@@:17]2([CH3:26])[C@@H:4]([CH2:5][CH2:6][C@@H:7]3[C@@H:16]2[CH2:15][CH2:14][C@@:12]2([CH3:13])[C@H:8]3[CH2:9][CH2:10][C:11]2=[O:27])[CH2:3]1. The catalyst class is: 18. (6) Reactant: Cl[C:2]1[CH:7]=[CH:6][C:5]([C:8]([F:11])([F:10])[F:9])=[CH:4][C:3]=1[N+:12]([O-:14])=[O:13].[CH2:15]([NH2:18])[CH2:16][CH3:17]. Product: [N+:12]([C:3]1[CH:4]=[C:5]([C:8]([F:11])([F:10])[F:9])[CH:6]=[CH:7][C:2]=1[NH:18][CH2:15][CH2:16][CH3:17])([O-:14])=[O:13]. The catalyst class is: 88. (7) Reactant: [OH:1][C:2]1[C:11]2[CH:10]=[N:9][C:8]([O:12][CH3:13])=[N:7][C:6]=2[N:5]([CH3:14])[C:4](=[O:15])[C:3]=1[C:16]([NH:18][CH2:19][C:20]([O:22]C(C)(C)C)=[O:21])=[O:17].OC1C2C=NC(S(C)(=O)=O)=NC=2N(C)C(=O)C=1C(NCC(OC(C)(C)C)=O)=O.N.CO. Product: [OH:1][C:2]1[C:11]2[CH:10]=[N:9][C:8]([O:12][CH3:13])=[N:7][C:6]=2[N:5]([CH3:14])[C:4](=[O:15])[C:3]=1[C:16]([NH:18][CH2:19][C:20]([OH:22])=[O:21])=[O:17]. The catalyst class is: 1. (8) Reactant: [Cl:1][C:2]1[N:3]=[C:4]([N:11]2[CH2:16][CH2:15][O:14][CH2:13][CH2:12]2)[C:5]2[O:10][CH:9]=[CH:8][C:6]=2[N:7]=1.C([Li])CCC.[CH:22](=[O:24])[CH3:23]. Product: [Cl:1][C:2]1[N:3]=[C:4]([N:11]2[CH2:16][CH2:15][O:14][CH2:13][CH2:12]2)[C:5]2[O:10][C:9]([CH:22]([OH:24])[CH3:23])=[CH:8][C:6]=2[N:7]=1. The catalyst class is: 1. (9) Reactant: C(=O)([O-])[O-].[K+].[K+].[NH2:7][C:8](=[O:35])[C@@H:9]([NH:18][C:19]([C:21]1([NH:27][C:28](=[O:34])[O:29][C:30]([CH3:33])([CH3:32])[CH3:31])[CH2:26][CH2:25][O:24][CH2:23][CH2:22]1)=[O:20])[CH2:10][C:11]1[CH:16]=[CH:15][C:14](I)=[CH:13][CH:12]=1.[CH3:36][N:37]1[CH2:45][C:44]2[C:39](=[CH:40][CH:41]=[C:42](B(O)O)[CH:43]=2)[C:38]1=[O:49]. Product: [NH2:7][C:8](=[O:35])[C@@H:9]([NH:18][C:19]([C:21]1([NH:27][C:28](=[O:34])[O:29][C:30]([CH3:33])([CH3:32])[CH3:31])[CH2:26][CH2:25][O:24][CH2:23][CH2:22]1)=[O:20])[CH2:10][C:11]1[CH:16]=[CH:15][C:14]([C:42]2[CH:43]=[C:44]3[C:39](=[CH:40][CH:41]=2)[C:38](=[O:49])[N:37]([CH3:36])[CH2:45]3)=[CH:13][CH:12]=1. The catalyst class is: 192. (10) Reactant: [CH2:1]([C:3]1[O:7][C:6]([CH2:8][CH2:9][NH:10]C(=O)OC(C)(C)C)=[N:5][N:4]=1)[CH3:2].FC(F)(F)C(O)=O. Product: [CH2:1]([C:3]1[O:7][C:6]([CH2:8][CH2:9][NH2:10])=[N:5][N:4]=1)[CH3:2]. The catalyst class is: 4.